From a dataset of Reaction yield outcomes from USPTO patents with 853,638 reactions. Predict the reaction yield, written as a fraction of the theoretical maximum amount of product (1.0 means a 100% yield; for example, 0.34 means a 34% yield). (1) The reactants are [C:1]([C:4]1[S:8][C:7]([C:9]([OH:11])=[O:10])=[CH:6][CH:5]=1)(=[O:3])[CH3:2].OS(O)(=O)=O.[CH2:17](O)[CH3:18]. No catalyst specified. The product is [CH2:17]([O:10][C:9]([C:7]1[S:8][C:4]([C:1](=[O:3])[CH3:2])=[CH:5][CH:6]=1)=[O:11])[CH3:18]. The yield is 0.840. (2) The reactants are [C:1]([O:5][C:6]([N:8]1[CH2:12][CH2:11][C:10]([CH3:16])([C:13]([OH:15])=O)[CH2:9]1)=[O:7])([CH3:4])([CH3:3])[CH3:2].CC[N:19]([CH:23]([CH3:25])C)[CH:20]([CH3:22])C.N1CCCC1.CN(C(ON1N=NC2C=CC=NC1=2)=[N+](C)C)C.F[P-](F)(F)(F)(F)F. The catalyst is CN(C=O)C. The product is [C:1]([O:5][C:6]([N:8]1[CH2:12][CH2:11][C:10]([CH3:16])([C:13]([N:19]2[CH2:20][CH2:22][CH2:25][CH2:23]2)=[O:15])[CH2:9]1)=[O:7])([CH3:2])([CH3:3])[CH3:4]. The yield is 0.780. (3) The catalyst is CS(C)=O. The reactants are Br[C:2]1[C:3]([C:16]2[CH:21]=[CH:20][CH:19]=[CH:18][CH:17]=2)=[N:4][C:5]2[C:10]([N:11]=1)=[CH:9][C:8]([C:12]([O:14][CH3:15])=[O:13])=[CH:7][CH:6]=2.[NH:22]1[CH2:27][CH2:26][NH:25][CH2:24][CH2:23]1. The product is [C:16]1([C:3]2[C:2]([N:22]3[CH2:27][CH2:26][NH:25][CH2:24][CH2:23]3)=[N:11][C:10]3[C:5](=[CH:6][CH:7]=[C:8]([C:12]([O:14][CH3:15])=[O:13])[CH:9]=3)[N:4]=2)[CH:21]=[CH:20][CH:19]=[CH:18][CH:17]=1. The yield is 0.910. (4) The reactants are [C:1]1([S:7][C:8]2[CH:17]=[C:16]3[C:11]([CH2:12][CH2:13][CH2:14][C:15]3=[O:18])=[CH:10][CH:9]=2)[CH:6]=[CH:5][CH:4]=[CH:3][CH:2]=1.[OH:19]OS([O-])=O.[K+].[OH2:25]. The catalyst is CO. The product is [C:1]1([S:7]([C:8]2[CH:17]=[C:16]3[C:11]([CH2:12][CH2:13][CH2:14][C:15]3=[O:18])=[CH:10][CH:9]=2)(=[O:19])=[O:25])[CH:6]=[CH:5][CH:4]=[CH:3][CH:2]=1. The yield is 0.590.